Dataset: Full USPTO retrosynthesis dataset with 1.9M reactions from patents (1976-2016). Task: Predict the reactants needed to synthesize the given product. (1) Given the product [NH2:2][C:3]1[CH:10]=[CH:9][C:6]([CH2:7][NH:8][C:19]([NH:20][CH2:21][C:22]2[CH:27]=[CH:26][C:25]([C:28]([CH3:31])([CH3:30])[CH3:29])=[CH:24][CH:23]=2)=[O:18])=[CH:5][C:4]=1[F:11], predict the reactants needed to synthesize it. The reactants are: Cl.[NH2:2][C:3]1[CH:10]=[CH:9][C:6]([CH2:7][NH2:8])=[CH:5][C:4]=1[F:11].C1([O:18][C:19](=O)[NH:20][CH2:21][C:22]2[CH:27]=[CH:26][C:25]([C:28]([CH3:31])([CH3:30])[CH3:29])=[CH:24][CH:23]=2)C=CC=CC=1.C(#N)C. (2) Given the product [O:39]1[CH:40]=[CH:41][CH:42]=[C:38]1[C:36]1[NH:35][N:34]=[C:33]([NH:32][CH:2]=[C:3]2[C:11]3[C:6](=[CH:7][CH:8]=[C:9]([Cl:12])[CH:10]=3)[NH:5][C:4]2=[O:13])[CH:37]=1, predict the reactants needed to synthesize it. The reactants are: O/[CH:2]=[C:3]1\[C:4](=[O:13])[NH:5][C:6]2[C:11]\1=[CH:10][C:9]([Cl:12])=[CH:8][CH:7]=2.O/C=C1\C(=O)NC2C\1=CC=CC=2.NC1C=CNN=1.[NH2:32][C:33]1[CH:37]=[C:36]([C:38]2[O:39][CH:40]=[CH:41][CH:42]=2)[NH:35][N:34]=1. (3) Given the product [NH2:7][C@@H:8]([C:25]1[CH:26]=[CH:27][CH:28]=[CH:29][CH:30]=1)[CH:9]1[CH2:14][CH2:13][N:12]([C:15]([O:17][CH2:18][C:19]2[CH:20]=[CH:21][CH:22]=[CH:23][CH:24]=2)=[O:16])[CH2:11][CH2:10]1, predict the reactants needed to synthesize it. The reactants are: CC([S@]([NH:7][C@@H:8]([C:25]1[CH:30]=[CH:29][CH:28]=[CH:27][CH:26]=1)[CH:9]1[CH2:14][CH2:13][N:12]([C:15]([O:17][CH2:18][C:19]2[CH:24]=[CH:23][CH:22]=[CH:21][CH:20]=2)=[O:16])[CH2:11][CH2:10]1)=O)(C)C.CO.Cl. (4) Given the product [F:7][C:8]1[CH:9]=[C:10]([N+:16]([O-:18])=[O:17])[C:11]2[O:15][CH2:21][CH2:20][O:14][C:12]=2[CH:13]=1, predict the reactants needed to synthesize it. The reactants are: C([O-])([O-])=O.[K+].[K+].[F:7][C:8]1[CH:13]=[C:12]([OH:14])[C:11]([OH:15])=[C:10]([N+:16]([O-:18])=[O:17])[CH:9]=1.Br[CH2:20][CH2:21]Br.